The task is: Predict the reaction yield, written as a fraction of the theoretical maximum amount of product (1.0 means a 100% yield; for example, 0.34 means a 34% yield).. This data is from Reaction yield outcomes from USPTO patents with 853,638 reactions. (1) The reactants are [CH3:1][O:2][C:3]1[CH:4]=[C:5]2[C:10](=[CH:11][C:12]=1[O:13][CH3:14])[N:9]=[CH:8][N:7]=[C:6]2[N:15]1[CH2:20][CH2:19][N:18]([C:21]([NH:23][C:24]2[CH:29]=[CH:28][C:27]([C:30]([O:32]CC)=[O:31])=[CH:26][CH:25]=2)=[O:22])[CH2:17][CH2:16]1.O.[OH-].[Li+].O. The catalyst is O1CCOCC1. The product is [C:30]([C:27]1[CH:28]=[CH:29][C:24]([NH:23][C:21]([N:18]2[CH2:19][CH2:20][N:15]([C:6]3[C:5]4[C:10](=[CH:11][C:12]([O:13][CH3:14])=[C:3]([O:2][CH3:1])[CH:4]=4)[N:9]=[CH:8][N:7]=3)[CH2:16][CH2:17]2)=[O:22])=[CH:25][CH:26]=1)([OH:32])=[O:31]. The yield is 1.00. (2) The reactants are [CH3:1][Mg]Br.[Br:4][C:5]1[CH:6]=[C:7]([CH2:11][C:12](=[O:14])[CH3:13])[CH:8]=[CH:9][CH:10]=1. The catalyst is C(OCC)C. The product is [Br:4][C:5]1[CH:6]=[C:7]([CH2:11][C:12]([CH3:1])([OH:14])[CH3:13])[CH:8]=[CH:9][CH:10]=1. The yield is 0.830. (3) The reactants are [CH2:1]([O:5][C:6]1[CH:10]=[C:9](/[CH:11]=[CH:12]/[C:13]([O:15]CC)=[O:14])[N:8]([CH2:18][C:19]2[CH:24]=[CH:23][C:22]([C:25]([F:28])([F:27])[F:26])=[CH:21][CH:20]=2)[N:7]=1)[CH2:2][CH2:3][CH3:4].[OH-].[Na+].O1CCCC1. The catalyst is C(O)C. The product is [CH2:1]([O:5][C:6]1[CH:10]=[C:9](/[CH:11]=[CH:12]/[C:13]([OH:15])=[O:14])[N:8]([CH2:18][C:19]2[CH:24]=[CH:23][C:22]([C:25]([F:28])([F:27])[F:26])=[CH:21][CH:20]=2)[N:7]=1)[CH2:2][CH2:3][CH3:4]. The yield is 0.820. (4) The reactants are [CH2:1]([N:5]1[N:9]=[C:8]([C:10]2[CH:15]=[CH:14][C:13]([F:16])=[CH:12][CH:11]=2)[CH:7]=[N:6]1)[CH2:2][C:3]#[CH:4].Br[C:18]1[CH:23]=[CH:22][CH:21]=[C:20]([CH2:24][F:25])[N:19]=1. No catalyst specified. The product is [F:25][CH2:24][C:20]1[CH:21]=[CH:22][CH:23]=[C:18]([C:4]#[C:3][CH2:2][CH2:1][N:5]2[N:9]=[C:8]([C:10]3[CH:11]=[CH:12][C:13]([F:16])=[CH:14][CH:15]=3)[CH:7]=[N:6]2)[N:19]=1. The yield is 0.450. (5) The yield is 0.760. The catalyst is CN(C1C=CN=CC=1)C.C(Cl)Cl. The reactants are C(OC(N1C[C@H:14]2N(C(OC(C)(C)C)=O)[C@H:10]([CH2:11][C:12]([C:27]3C=CC(OCCOC4C(Cl)=CC(C)=CC=4Cl)=CC=3)=[C:13]2C(O)=O)[CH2:9]1)=O)(C)(C)C.[C:46]([O:50][C:51]([N:53]1[CH2:60][C@H:59]2[N:61]([C:62]([O:64][C:65]([CH3:68])([CH3:67])[CH3:66])=[O:63])[C@H:55]([CH:56]=[C:57]([C:72]3[CH:77]=[CH:76][C:75]([O:78][CH2:79][CH2:80][O:81][C:82]4[C:87]([Cl:88])=[CH:86][C:85]([CH3:89])=[CH:84][C:83]=4[Cl:90])=[CH:74][CH:73]=3)[CH:58]2[C:69](O)=[O:70])[CH2:54]1)=[O:52])([CH3:49])([CH3:48])[CH3:47].CCN=C=NCCCN(C)C.Cl.C1C=CC2N(O)N=NC=2C=1.CC[N:115]([CH:119]([CH3:121])C)[CH:116]([CH3:118])[CH3:117]. The product is [C:46]([O:50][C:51]([N:53]1[CH2:60][C@H:59]2[N:61]([C:62]([O:64][C:65]([CH3:68])([CH3:66])[CH3:67])=[O:63])[C@H:55]([CH2:56][C:57]([C:72]3[CH:77]=[CH:76][C:75]([O:78][CH2:79][CH2:80][O:81][C:82]4[C:87]([Cl:88])=[CH:86][C:85]([CH3:89])=[CH:84][C:83]=4[Cl:90])=[CH:74][CH:73]=3)=[C:58]2[C:69](=[O:70])[N:115]([CH:116]2[CH2:117][CH2:118]2)[CH2:119][C:121]2[CH:9]=[CH:10][CH:11]=[C:12]([CH3:27])[C:13]=2[CH3:14])[CH2:54]1)=[O:52])([CH3:48])([CH3:49])[CH3:47]. (6) The reactants are [CH2:1]([O:8][C:9]1[CH:10]=[C:11]([CH:27]=[CH:28][CH:29]=1)[CH2:12][C:13]1[C:14]([CH3:26])=[N:15][C:16]2[N:17]([N:20]=[CH:21][C:22]=2[C:23](O)=[O:24])[C:18]=1[CH3:19])[C:2]1[CH:7]=[CH:6][CH:5]=[CH:4][CH:3]=1.[NH2:30][CH2:31][CH2:32][NH:33][C:34](=[O:36])[CH3:35]. No catalyst specified. The product is [C:34]([NH:33][CH2:32][CH2:31][NH:30][C:23]([C:22]1[CH:21]=[N:20][N:17]2[C:18]([CH3:19])=[C:13]([CH2:12][C:11]3[CH:27]=[CH:28][CH:29]=[C:9]([O:8][CH2:1][C:2]4[CH:7]=[CH:6][CH:5]=[CH:4][CH:3]=4)[CH:10]=3)[C:14]([CH3:26])=[N:15][C:16]=12)=[O:24])(=[O:36])[CH3:35]. The yield is 0.230. (7) The reactants are I.[NH2:2][N:3]=[C:4]([NH:7][CH3:8])[NH:5][CH3:6].Cl.[N:10]1[CH:15]=[C:14]([C:16](Cl)=O)[CH:13]=[N:12][CH:11]=1.CCO. The catalyst is N1C=CC=CC=1. The product is [CH3:8][NH:7][C:4]1[N:5]([CH3:6])[C:16]([C:14]2[CH:15]=[N:10][CH:11]=[N:12][CH:13]=2)=[N:2][N:3]=1. The yield is 0.200.